This data is from Full USPTO retrosynthesis dataset with 1.9M reactions from patents (1976-2016). The task is: Predict the reactants needed to synthesize the given product. (1) Given the product [CH3:7][C:8]1[CH:13]=[C:12]([C:14]#[C:15][CH3:16])[CH:11]=[C:10]([CH3:17])[C:9]=1[CH:18]1[C:23](=[O:25])[CH:22]([CH2:27][C:28]2[CH:33]=[CH:32][CH:31]=[CH:30][N:29]=2)[N:21]([CH3:34])[C:19]1=[O:20], predict the reactants needed to synthesize it. The reactants are: CC(C)([O-])C.[K+].[CH3:7][C:8]1[CH:13]=[C:12]([C:14]#[C:15][CH3:16])[CH:11]=[C:10]([CH3:17])[C:9]=1[CH2:18][C:19]([N:21]([CH3:34])[CH:22]([CH2:27][C:28]1[CH:33]=[CH:32][CH:31]=[CH:30][N:29]=1)[C:23]([O:25]C)=O)=[O:20]. (2) The reactants are: [CH3:1][Mg]Cl.N#N.[CH2:6]([O:13][C:14]1[CH:15]=[C:16]2[C:21](=[CH:22][CH:23]=1)[CH:20]=[C:19]([C:24]1[CH:33]=[CH:32][C:27]([C:28]([O:30][CH3:31])=[O:29])=[CH:26][CH:25]=1)[C:18](OS(C(F)(F)F)(=O)=O)=[CH:17]2)[C:7]1[CH:12]=[CH:11][CH:10]=[CH:9][CH:8]=1. Given the product [CH2:6]([O:13][C:14]1[CH:15]=[C:16]2[C:21](=[CH:22][CH:23]=1)[CH:20]=[C:19]([C:24]1[CH:33]=[CH:32][C:27]([C:28]([O:30][CH3:31])=[O:29])=[CH:26][CH:25]=1)[C:18]([CH3:1])=[CH:17]2)[C:7]1[CH:12]=[CH:11][CH:10]=[CH:9][CH:8]=1, predict the reactants needed to synthesize it. (3) Given the product [C:5]([O:4][CH:1]1[CH:23]([N:24]2[CH2:25][CH2:26][CH:27]([CH3:30])[CH2:28][CH2:29]2)[C:22]2=[CH:31][CH:19]([O:20][C:21]2=[O:32])[CH:18]2[CH:14]([O:15][C:16](=[O:34])[CH:17]2[CH3:33])[CH2:13][C:12]2([CH3:10])[CH:2]1[O:11]2)(=[O:7])[CH3:6], predict the reactants needed to synthesize it. The reactants are: [C:1]([O:4][C:5](=[O:7])[CH3:6])(=O)[CH3:2].OC1[CH:23]([N:24]2[CH2:29][CH2:28][CH:27]([CH3:30])[CH2:26][CH2:25]2)[C:22]2=[CH:31][CH:19]([O:20][C:21]2=[O:32])[CH:18]2[CH:14]([O:15][C:16](=[O:34])[CH:17]2[CH3:33])[CH2:13][C:12]2(C)[CH:10]1[O:11]2.O.